This data is from Reaction yield outcomes from USPTO patents with 853,638 reactions. The task is: Predict the reaction yield, written as a fraction of the theoretical maximum amount of product (1.0 means a 100% yield; for example, 0.34 means a 34% yield). (1) The reactants are C(Cl)(=O)C(Cl)=O.[F:7][C:8]([F:20])([F:19])[C:9]1[CH:10]=[C:11]([CH2:15][C:16]([OH:18])=O)[CH:12]=[CH:13][CH:14]=1.[Br:21][C:22]1[C:28]([Br:29])=[CH:27][CH:26]=[CH:25][C:23]=1[NH2:24].C(N(CC)C(C)C)(C)C. The catalyst is CN(C)C1C=CN=CC=1.O.CN(C=O)C.C1COCC1. The product is [Br:21][C:22]1[C:28]([Br:29])=[CH:27][CH:26]=[CH:25][C:23]=1[NH:24][C:16](=[O:18])[CH2:15][C:11]1[CH:12]=[CH:13][CH:14]=[C:9]([C:8]([F:7])([F:20])[F:19])[CH:10]=1. The yield is 0.980. (2) The reactants are [CH3:1][C@H:2]1[CH2:6][CH2:5][CH2:4][N:3]1[C:7]([C:9]1[N:17]2[C:12]([CH2:13][O:14][CH2:15][CH2:16]2)=[C:11]([C:18](O)=[O:19])[CH:10]=1)=[O:8].ON1C2C=CC=CC=2N=N1.Cl.C(N=C=NCCCN(C)C)C.Cl.[NH2:44][C@@H:45]([C:48]1[CH:55]=[CH:54][C:51]([C:52]#[N:53])=[C:50]([Cl:56])[CH:49]=1)[CH2:46][CH3:47].C(N(CC)CC)C. The catalyst is CN(C)C=O. The product is [Cl:56][C:50]1[CH:49]=[C:48]([C@H:45]([NH:44][C:18]([C:11]2[CH:10]=[C:9]([C:7]([N:3]3[CH2:4][CH2:5][CH2:6][C@@H:2]3[CH3:1])=[O:8])[N:17]3[CH2:16][CH2:15][O:14][CH2:13][C:12]=23)=[O:19])[CH2:46][CH3:47])[CH:55]=[CH:54][C:51]=1[C:52]#[N:53]. The yield is 0.670.